From a dataset of Full USPTO retrosynthesis dataset with 1.9M reactions from patents (1976-2016). Predict the reactants needed to synthesize the given product. Given the product [Cl:1][C:2]1[CH:11]=[C:10]2[C:5]([C:6]([N:12]3[CH2:17][CH2:16][N:15]([C:27]([NH:26][C:23]4[CH:24]=[CH:25][C:20]([F:19])=[CH:21][CH:22]=4)=[O:28])[CH:14]([CH3:18])[CH2:13]3)=[CH:7][CH:8]=[N:9]2)=[CH:4][CH:3]=1, predict the reactants needed to synthesize it. The reactants are: [Cl:1][C:2]1[CH:11]=[C:10]2[C:5]([C:6]([N:12]3[CH2:17][CH2:16][NH:15][CH:14]([CH3:18])[CH2:13]3)=[CH:7][CH:8]=[N:9]2)=[CH:4][CH:3]=1.[F:19][C:20]1[CH:25]=[CH:24][C:23]([N:26]=[C:27]=[O:28])=[CH:22][CH:21]=1.CCCCCC.CCOC(C)=O.